Dataset: Forward reaction prediction with 1.9M reactions from USPTO patents (1976-2016). Task: Predict the product of the given reaction. Given the reactants [Br:1][C:2]1[CH:3]=[CH:4][C:5]([O:15][CH2:16][C:17]2[CH:22]=[CH:21][CH:20]=[CH:19][CH:18]=2)=[C:6]([C:8](=O)[CH2:9][CH2:10][C:11](=O)[CH3:12])[CH:7]=1.[CH3:23][O:24][C:25](=[O:33])[C:26]1[CH:31]=[CH:30][C:29]([NH2:32])=[CH:28][CH:27]=1.CC1C=CC(S(O)(=O)=O)=CC=1, predict the reaction product. The product is: [CH3:23][O:24][C:25](=[O:33])[C:26]1[CH:31]=[CH:30][C:29]([N:32]2[C:11]([CH3:12])=[CH:10][CH:9]=[C:8]2[C:6]2[CH:7]=[C:2]([Br:1])[CH:3]=[CH:4][C:5]=2[O:15][CH2:16][C:17]2[CH:22]=[CH:21][CH:20]=[CH:19][CH:18]=2)=[CH:28][CH:27]=1.